From a dataset of NCI-60 drug combinations with 297,098 pairs across 59 cell lines. Regression. Given two drug SMILES strings and cell line genomic features, predict the synergy score measuring deviation from expected non-interaction effect. (1) Drug 1: CC1=C2C(C(=O)C3(C(CC4C(C3C(C(C2(C)C)(CC1OC(=O)C(C(C5=CC=CC=C5)NC(=O)OC(C)(C)C)O)O)OC(=O)C6=CC=CC=C6)(CO4)OC(=O)C)OC)C)OC. Drug 2: CC12CCC3C(C1CCC2=O)CC(=C)C4=CC(=O)C=CC34C. Cell line: SF-539. Synergy scores: CSS=52.5, Synergy_ZIP=-4.89, Synergy_Bliss=-9.66, Synergy_Loewe=-9.31, Synergy_HSA=-7.34. (2) Drug 1: C1CCC(CC1)NC(=O)N(CCCl)N=O. Drug 2: CS(=O)(=O)CCNCC1=CC=C(O1)C2=CC3=C(C=C2)N=CN=C3NC4=CC(=C(C=C4)OCC5=CC(=CC=C5)F)Cl. Cell line: MDA-MB-231. Synergy scores: CSS=16.0, Synergy_ZIP=-2.21, Synergy_Bliss=4.57, Synergy_Loewe=-0.129, Synergy_HSA=1.59. (3) Synergy scores: CSS=11.5, Synergy_ZIP=-3.32, Synergy_Bliss=-0.265, Synergy_Loewe=-3.51, Synergy_HSA=-1.13. Drug 1: C1CN1P(=S)(N2CC2)N3CC3. Cell line: UO-31. Drug 2: C1=NC2=C(N=C(N=C2N1C3C(C(C(O3)CO)O)O)F)N. (4) Drug 1: C1=CC(=CC=C1CC(C(=O)O)N)N(CCCl)CCCl.Cl. Drug 2: CCCCC(=O)OCC(=O)C1(CC(C2=C(C1)C(=C3C(=C2O)C(=O)C4=C(C3=O)C=CC=C4OC)O)OC5CC(C(C(O5)C)O)NC(=O)C(F)(F)F)O. Cell line: DU-145. Synergy scores: CSS=1.43, Synergy_ZIP=4.08, Synergy_Bliss=-1.51, Synergy_Loewe=-3.23, Synergy_HSA=-3.23.